From a dataset of Forward reaction prediction with 1.9M reactions from USPTO patents (1976-2016). Predict the product of the given reaction. (1) Given the reactants [CH:1]([C:3]1[CH:8]=[CH:7][N:6]=[CH:5][CH:4]=1)=[CH2:2].[CH:9]([OH:22])([C:16]1[CH:21]=[CH:20][CH:19]=[CH:18][CH:17]=1)[C:10]1[CH:15]=[CH:14][CH:13]=[CH:12][CH:11]=1.C[O-].[Na+], predict the reaction product. The product is: [CH:9]([O:22][CH2:2][CH2:1][C:3]1[CH:8]=[CH:7][N:6]=[CH:5][CH:4]=1)([C:16]1[CH:17]=[CH:18][CH:19]=[CH:20][CH:21]=1)[C:10]1[CH:15]=[CH:14][CH:13]=[CH:12][CH:11]=1. (2) Given the reactants ClC1C=C(C2N(C3C=CC=C(Cl)C=3)N=C(C(O)=O)C=2)C=C(F)C=1.[Cl:24][C:25]1[CH:26]=[C:27]([N:32]2[C:36]([C:37]3[CH:42]=[C:41]([F:43])[CH:40]=[C:39]([Cl:44])[CH:38]=3)=[CH:35][C:34]([C:45]([N:47]3[CH2:51][C:50](=[O:52])[NH:49][CH2:48]3)=[O:46])=[N:33]2)[CH:28]=[CH:29][C:30]=1F, predict the reaction product. The product is: [Cl:44][C:39]1[CH:38]=[C:37]([C:36]2[N:32]([C:27]3[CH:28]=[CH:29][CH:30]=[C:25]([Cl:24])[CH:26]=3)[N:33]=[C:34]([C:45]([N:47]3[CH2:51][C:50](=[O:52])[NH:49][CH2:48]3)=[O:46])[CH:35]=2)[CH:42]=[C:41]([F:43])[CH:40]=1.